From a dataset of Reaction yield outcomes from USPTO patents with 853,638 reactions. Predict the reaction yield, written as a fraction of the theoretical maximum amount of product (1.0 means a 100% yield; for example, 0.34 means a 34% yield). (1) The reactants are [F:1][C:2]([F:7])([F:6])[C:3]([OH:5])=[O:4].[F:8][C:9]([F:14])([F:13])[C:10]([OH:12])=[O:11].FC(F)(F)C(O)=O.[Cl:22][C:23]1[CH:24]=[N:25][C:26]2[NH:27][C:28]3[CH:29]=[N:30][CH:31]=[C:32]([CH:52]=3)[CH2:33][CH2:34][C:35]3[CH:43]=[C:39]([NH:40][C:41]=1[N:42]=2)[CH:38]=[CH:37][C:36]=3[O:44][CH2:45][CH:46]1[CH2:51][CH2:50][NH:49][CH2:48][CH2:47]1.[CH3:53][C:54]1[O:58][N:57]=[C:56]([C:59](Cl)=[O:60])[CH:55]=1. No catalyst specified. The product is [F:1][C:2]([F:7])([F:6])[C:3]([OH:5])=[O:4].[F:8][C:9]([F:14])([F:13])[C:10]([OH:12])=[O:11].[Cl:22][C:23]1[CH:24]=[N:25][C:26]2[NH:27][C:28]3[CH:29]=[N:30][CH:31]=[C:32]([CH:52]=3)[CH2:33][CH2:34][C:35]3[CH:43]=[C:39]([NH:40][C:41]=1[N:42]=2)[CH:38]=[CH:37][C:36]=3[O:44][CH2:45][CH:46]1[CH2:51][CH2:50][N:49]([C:59]([C:56]2[CH:55]=[C:54]([CH3:53])[O:58][N:57]=2)=[O:60])[CH2:48][CH2:47]1. The yield is 0.600. (2) The reactants are [C:1]([NH:4][C:5]1[C:13]([Cl:14])=[CH:12][C:8]([C:9]([OH:11])=O)=[C:7]([O:15][CH3:16])[CH:6]=1)(=[O:3])[CH3:2].[F:17][C:18]([F:31])([F:30])[C:19]1[CH:20]=[C:21]([CH:23]=[C:24]([C:26]([F:29])([F:28])[F:27])[CH:25]=1)[NH2:22]. No catalyst specified. The product is [C:1]([NH:4][C:5]1[C:13]([Cl:14])=[CH:12][C:8]([C:9]([NH:22][C:21]2[CH:23]=[C:24]([C:26]([F:27])([F:28])[F:29])[CH:25]=[C:19]([C:18]([F:17])([F:30])[F:31])[CH:20]=2)=[O:11])=[C:7]([O:15][CH3:16])[CH:6]=1)(=[O:3])[CH3:2]. The yield is 0.238. (3) The reactants are [CH2:1]([O:3][C:4](=[O:14])[CH2:5][C:6]([CH:8]1[CH2:13][CH2:12][CH2:11][CH2:10][CH2:9]1)=O)[CH3:2].[H-].[Na+].Br.Br[CH2:19][C:20]([C:22]1[CH:27]=[CH:26][N:25]=[CH:24][CH:23]=1)=O.C([O-])(=O)C.[NH4+:32]. The catalyst is C1COCC1. The product is [CH2:1]([O:3][C:4]([C:5]1[CH:19]=[C:20]([C:22]2[CH:27]=[CH:26][N:25]=[CH:24][CH:23]=2)[NH:32][C:6]=1[CH:8]1[CH2:13][CH2:12][CH2:11][CH2:10][CH2:9]1)=[O:14])[CH3:2]. The yield is 0.430. (4) The reactants are [F:1][C:2]1[C:11]([F:12])=[C:10]2[C:5]([CH:6]=[N:7][C:8]([CH3:13])=[N:9]2)=[C:4]([NH:14][CH:15]2[C:24]3[C:19](=[C:20]([O:28]C)[C:21]([CH:25]([CH3:27])[CH3:26])=[CH:22][CH:23]=3)[C:18]([CH3:31])([CH3:30])[CH2:17][C:16]2([C:33]([F:36])([F:35])[F:34])[OH:32])[CH:3]=1.B(Br)(Br)Br. The catalyst is ClCCl. The product is [F:1][C:2]1[C:11]([F:12])=[C:10]2[C:5]([CH:6]=[N:7][C:8]([CH3:13])=[N:9]2)=[C:4]([NH:14][CH:15]2[C:16]([C:33]([F:35])([F:36])[F:34])([OH:32])[CH2:17][C:18]([CH3:31])([CH3:30])[C:19]3[C:20]([OH:28])=[C:21]([CH:25]([CH3:27])[CH3:26])[CH:22]=[CH:23][C:24]2=3)[CH:3]=1. The yield is 0.339. (5) The reactants are [N:1]1[C:10]2[C:5](=[CH:6][CH:7]=[CH:8][C:9]=2[OH:11])[CH:4]=[CH:3][CH:2]=1.O[C@@H:13]([CH3:18])[C:14]([O:16][CH3:17])=[O:15].C1C=CC(P(C2C=CC=CC=2)C2C=CC=CC=2)=CC=1.CCOC(/N=N/C(OCC)=O)=O.Cl. The catalyst is C1COCC1. The product is [N:1]1[C:10]2[C:5](=[CH:6][CH:7]=[CH:8][C:9]=2[O:11][C@H:13]([CH3:18])[C:14]([O:16][CH3:17])=[O:15])[CH:4]=[CH:3][CH:2]=1. The yield is 0.630. (6) The reactants are C[N:2](C)[C:3](=[N:5][C:6](=O)[C:7]1[CH:12]=[C:11]([CH2:13][CH3:14])[C:10]([O:15][CH3:16])=[N:9][C:8]=1[CH3:17])[CH3:4].O.[NH2:21]N. The catalyst is C(O)(=O)C. The product is [CH2:13]([C:11]1[C:10]([O:15][CH3:16])=[N:9][C:8]([CH3:17])=[C:7]([C:6]2[N:5]=[C:3]([CH3:4])[NH:2][N:21]=2)[CH:12]=1)[CH3:14]. The yield is 0.800. (7) The reactants are [OH:1][CH:2]([CH2:24][CH2:25][CH2:26][O:27][Si:28]([C:41]([CH3:44])([CH3:43])[CH3:42])([C:35]1[CH:40]=[CH:39][CH:38]=[CH:37][CH:36]=1)[C:29]1[CH:34]=[CH:33][CH:32]=[CH:31][CH:30]=1)[CH2:3][CH2:4][CH2:5][O:6][Si:7]([C:20]([CH3:23])([CH3:22])[CH3:21])([C:14]1[CH:19]=[CH:18][CH:17]=[CH:16][CH:15]=1)[C:8]1[CH:13]=[CH:12][CH:11]=[CH:10][CH:9]=1.C1C=C[NH+]=CC=1.[O-][Cr](Cl)(=O)=O. The catalyst is C(Cl)Cl.CCOCC. The product is [Si:7]([O:6][CH2:5][CH2:4][CH2:3][C:2](=[O:1])[CH2:24][CH2:25][CH2:26][O:27][Si:28]([C:41]([CH3:44])([CH3:43])[CH3:42])([C:35]1[CH:36]=[CH:37][CH:38]=[CH:39][CH:40]=1)[C:29]1[CH:30]=[CH:31][CH:32]=[CH:33][CH:34]=1)([C:20]([CH3:21])([CH3:22])[CH3:23])([C:14]1[CH:19]=[CH:18][CH:17]=[CH:16][CH:15]=1)[C:8]1[CH:9]=[CH:10][CH:11]=[CH:12][CH:13]=1. The yield is 0.710. (8) The reactants are [F:1][C:2]([F:7])([F:6])[C:3]([OH:5])=[O:4].[CH2:8]([N:10]([CH2:12][C:13]1[S:17][CH:16]=[C:15]([C:18]2[CH:19]=[C:20]3[C:24](=[C:25]([C:27]([NH2:29])=[O:28])[CH:26]=2)[NH:23][CH:22]=[C:21]3[CH:30]2[CH2:35][CH2:34][N:33]([S:36]([CH2:39][CH3:40])(=[O:38])=[O:37])[CH2:32][CH2:31]2)[CH:14]=1)[CH3:11])[CH3:9].CN[CH2:43][CH3:44]. No catalyst specified. The product is [F:1][C:2]([F:7])([F:6])[C:3]([OH:5])=[O:4].[CH2:39]([S:36]([N:33]1[CH2:34][CH2:35][CH:30]([C:21]2[C:20]3[C:24](=[C:25]([C:27]([NH2:29])=[O:28])[CH:26]=[C:18]([C:15]4[CH:14]=[C:13]([CH2:12][N:10]([CH2:8][C:9]5[O:4][CH:3]=[CH:43][CH:44]=5)[CH3:11])[S:17][CH:16]=4)[CH:19]=3)[NH:23][CH:22]=2)[CH2:31][CH2:32]1)(=[O:37])=[O:38])[CH3:40]. The yield is 0.290. (9) The reactants are [CH3:1][N:2]([CH3:25])[C:3](=[O:24])[O:4][CH:5]1[CH2:12][CH:11]2[CH:7]([CH2:8][CH:9]([NH:13][CH2:14][C:15]([N:17]3[CH2:21][CH2:20][CH2:19][CH:18]3[C:22]#[N:23])=[O:16])[CH2:10]2)[CH2:6]1.[ClH:26]. The catalyst is CCOCC. The product is [ClH:26].[CH3:1][N:2]([CH3:25])[C:3](=[O:24])[O:4][CH:5]1[CH2:12][CH:11]2[CH:7]([CH2:8][CH:9]([NH:13][CH2:14][C:15]([N:17]3[CH2:21][CH2:20][CH2:19][CH:18]3[C:22]#[N:23])=[O:16])[CH2:10]2)[CH2:6]1. The yield is 0.787. (10) The reactants are [CH3:1][C:2]([C:4]1[CH:9]=[CH:8][C:7]([OH:10])=[C:6]([F:11])[CH:5]=1)=O.Cl.[N:13]1[O:14][N:15]=[C:16]2[CH:21]=[C:20]([CH2:22][O:23][NH2:24])[CH:19]=[CH:18][C:17]=12.N1C=CC=CC=1. The catalyst is C(O)C. The product is [N:13]1[O:14][N:15]=[C:16]2[CH:21]=[C:20]([CH2:22][O:23][N:24]=[C:2]([C:4]3[CH:9]=[CH:8][C:7]([OH:10])=[C:6]([F:11])[CH:5]=3)[CH3:1])[CH:19]=[CH:18][C:17]=12. The yield is 0.820.